Dataset: Catalyst prediction with 721,799 reactions and 888 catalyst types from USPTO. Task: Predict which catalyst facilitates the given reaction. Reactant: [Br:1][C:2]1[CH:3]=[C:4]([N:12]([CH:14]([CH3:16])[CH3:15])[CH3:13])[C:5]([CH3:11])=[C:6]([CH:10]=1)[C:7]([OH:9])=O.C(Cl)CCl.C1C=CC2N(O)N=NC=2C=1.CN1CCOCC1.Cl.[NH2:39][CH2:40][C:41]1[C:42](=[O:49])[NH:43][C:44]([CH3:48])=[CH:45][C:46]=1[CH3:47]. Product: [Br:1][C:2]1[CH:3]=[C:4]([N:12]([CH:14]([CH3:16])[CH3:15])[CH3:13])[C:5]([CH3:11])=[C:6]([CH:10]=1)[C:7]([NH:39][CH2:40][C:41]1[C:42](=[O:49])[NH:43][C:44]([CH3:48])=[CH:45][C:46]=1[CH3:47])=[O:9]. The catalyst class is: 16.